The task is: Regression. Given two drug SMILES strings and cell line genomic features, predict the synergy score measuring deviation from expected non-interaction effect.. This data is from NCI-60 drug combinations with 297,098 pairs across 59 cell lines. (1) Cell line: UACC62. Drug 1: CN1C(=O)N2C=NC(=C2N=N1)C(=O)N. Synergy scores: CSS=57.3, Synergy_ZIP=4.90, Synergy_Bliss=6.20, Synergy_Loewe=-5.44, Synergy_HSA=9.81. Drug 2: CC(C)(C#N)C1=CC=C(C=C1)N2C3=C4C=C(C=CC4=NC=C3N(C2=O)C)C5=CC6=CC=CC=C6N=C5. (2) Drug 1: CC1OCC2C(O1)C(C(C(O2)OC3C4COC(=O)C4C(C5=CC6=C(C=C35)OCO6)C7=CC(=C(C(=C7)OC)O)OC)O)O. Drug 2: CC1=CC2C(CCC3(C2CCC3(C(=O)C)OC(=O)C)C)C4(C1=CC(=O)CC4)C. Cell line: KM12. Synergy scores: CSS=51.1, Synergy_ZIP=16.9, Synergy_Bliss=13.4, Synergy_Loewe=6.01, Synergy_HSA=14.5. (3) Drug 1: COC1=C(C=C2C(=C1)N=CN=C2NC3=CC(=C(C=C3)F)Cl)OCCCN4CCOCC4. Drug 2: CC1=C(C=C(C=C1)C(=O)NC2=CC(=CC(=C2)C(F)(F)F)N3C=C(N=C3)C)NC4=NC=CC(=N4)C5=CN=CC=C5. Cell line: MDA-MB-231. Synergy scores: CSS=21.7, Synergy_ZIP=-1.37, Synergy_Bliss=3.62, Synergy_Loewe=5.36, Synergy_HSA=5.34. (4) Drug 1: CN(C(=O)NC(C=O)C(C(C(CO)O)O)O)N=O. Drug 2: C1C(C(OC1N2C=NC3=C2NC=NCC3O)CO)O. Cell line: IGROV1. Synergy scores: CSS=47.9, Synergy_ZIP=-0.0733, Synergy_Bliss=-0.475, Synergy_Loewe=0.0943, Synergy_HSA=0.340.